This data is from Full USPTO retrosynthesis dataset with 1.9M reactions from patents (1976-2016). The task is: Predict the reactants needed to synthesize the given product. Given the product [C:31]([O:30][C:29](=[O:35])[NH:28][C:24]1([C:21]2[CH:22]=[CH:23][C:18]([C:9]3[C:10]([C:12]4[CH:13]=[CH:14][CH:15]=[CH:16][CH:17]=4)=[CH:11][C:5]4[N:4]([CH2:44][C:45]#[N:46])[C:3](=[O:36])[CH:2]([CH3:1])[O:7][C:6]=4[N:8]=3)=[CH:19][CH:20]=2)[CH2:25][CH2:26][CH2:27]1)([CH3:32])([CH3:34])[CH3:33], predict the reactants needed to synthesize it. The reactants are: [CH3:1][CH:2]1[O:7][C:6]2[N:8]=[C:9]([C:18]3[CH:23]=[CH:22][C:21]([C:24]4([NH:28][C:29](=[O:35])[O:30][C:31]([CH3:34])([CH3:33])[CH3:32])[CH2:27][CH2:26][CH2:25]4)=[CH:20][CH:19]=3)[C:10]([C:12]3[CH:17]=[CH:16][CH:15]=[CH:14][CH:13]=3)=[CH:11][C:5]=2[NH:4][C:3]1=[O:36].C(=O)([O-])[O-].[K+].[K+].Br[CH2:44][C:45]#[N:46].